Predict the product of the given reaction. From a dataset of Forward reaction prediction with 1.9M reactions from USPTO patents (1976-2016). Given the reactants [Cl:1][C:2]1[CH:3]=[C:4]([NH:8][CH2:9][C:10]2[C:19]3[C:14](=[C:15]([F:21])[C:16]([F:20])=[CH:17][CH:18]=3)[NH:13][C:12](=[O:22])[CH:11]=2)[CH:5]=[CH:6][CH:7]=1.C[N:24]1[N:28]=[N:27][C:26]([C:29](O)=[O:30])=[N:25]1, predict the reaction product. The product is: [Cl:1][C:2]1[CH:3]=[C:4]([N:8]([CH2:9][C:10]2[C:19]3[C:14](=[C:15]([F:21])[C:16]([F:20])=[CH:17][CH:18]=3)[NH:13][C:12](=[O:22])[CH:11]=2)[C:29]([C:26]2[NH:27][N:28]=[N:24][N:25]=2)=[O:30])[CH:5]=[CH:6][CH:7]=1.